Dataset: Forward reaction prediction with 1.9M reactions from USPTO patents (1976-2016). Task: Predict the product of the given reaction. (1) Given the reactants [C:1]([O:5][C:6]([N:8]1[CH:17]([C:18](=[O:33])[NH:19][CH:20]([C:29]([O:31]C)=[O:30])[CH2:21][C:22]2[CH:27]=[CH:26][C:25]([Cl:28])=[CH:24][CH:23]=2)[CH2:16][C:15]2[C:10](=[CH:11][CH:12]=[CH:13][CH:14]=2)[CH2:9]1)=[O:7])([CH3:4])([CH3:3])[CH3:2].Cl.CN(C)CCCN=C=NCC, predict the reaction product. The product is: [C:1]([O:5][C:6]([N:8]1[CH:17]([C:18](=[O:33])[NH:19][CH:20]([C:29]([OH:31])=[O:30])[CH2:21][C:22]2[CH:23]=[CH:24][C:25]([Cl:28])=[CH:26][CH:27]=2)[CH2:16][C:15]2[C:10](=[CH:11][CH:12]=[CH:13][CH:14]=2)[CH2:9]1)=[O:7])([CH3:4])([CH3:2])[CH3:3]. (2) Given the reactants [C:1]([C:3]1[CH:51]=[CH:50][C:6]2[N:7](COCC[Si](C)(C)C)[C:8]([C:10]([C:23]3[C:31]([O:32][CH3:33])=[CH:30][C:29]([CH3:34])=[C:28]4[C:24]=3[CH:25]=[CH:26][N:27]4C(OC(C)(C)C)=O)([O:15][CH:16]([F:22])[C:17]([O:19][CH2:20][CH3:21])=[O:18])[C:11]([F:14])([F:13])[F:12])=[N:9][C:5]=2[CH:4]=1)#[N:2].C(C1C=CC2N=C(C(C3C(OC)=CC(C)=C4C=3C=CN4C(OC(C)(C)C)=O)(OC(F)C(OCC)=O)C(F)(F)F)N(COCC[Si](C)(C)C)C=2C=1)#N.Cl[Sn](Cl)(Cl)Cl, predict the reaction product. The product is: [C:1]([C:3]1[CH:51]=[CH:50][C:6]2[NH:7][C:8]([C:10]([C:23]3[C:31]([O:32][CH3:33])=[CH:30][C:29]([CH3:34])=[C:28]4[C:24]=3[CH:25]=[CH:26][NH:27]4)([O:15][CH:16]([F:22])[C:17]([O:19][CH2:20][CH3:21])=[O:18])[C:11]([F:14])([F:12])[F:13])=[N:9][C:5]=2[CH:4]=1)#[N:2]. (3) Given the reactants [CH:1]1[C:6]([N+:7]([O-:9])=[O:8])=[CH:5][CH:4]=[C:3]([OH:10])[CH:2]=1.[Cl:11]([O-])(=O)=O.[K+], predict the reaction product. The product is: [Cl:11][C:4]1[CH:5]=[C:6]([N+:7]([O-:9])=[O:8])[CH:1]=[CH:2][C:3]=1[OH:10]. (4) The product is: [NH2:23][C:24]1[C:25]([C:32]([NH:1][C:2]2[CH:3]=[N:4][CH:5]=[CH:6][C:7]=2[N:8]2[CH2:13][CH2:12][CH2:11][C@H:10]([NH:15][C:16](=[O:22])[O:17][C:18]([CH3:21])([CH3:20])[CH3:19])[CH2:9]2)=[O:33])=[N:26][C:27]([Br:31])=[C:28]([F:30])[CH:29]=1. Given the reactants [NH2:1][C:2]1[CH:3]=[N:4][CH:5]=[CH:6][C:7]=1[N:8]1[CH2:13][CH2:12][CH:11](F)[CH:10]([NH:15][C:16](=[O:22])[O:17][C:18]([CH3:21])([CH3:20])[CH3:19])[CH2:9]1.[NH2:23][C:24]1[C:25]([C:32](O)=[O:33])=[N:26][C:27]([Br:31])=[C:28]([F:30])[CH:29]=1, predict the reaction product.